From a dataset of Full USPTO retrosynthesis dataset with 1.9M reactions from patents (1976-2016). Predict the reactants needed to synthesize the given product. (1) Given the product [CH3:3][C:5]1[CH2:10][CH:9]([CH2:11][CH2:12][O:13][CH2:14][C:15]2[CH:16]=[CH:17][CH:18]=[CH:19][CH:20]=2)[CH2:8][CH2:7][CH:6]=1, predict the reactants needed to synthesize it. The reactants are: CO[C:3]([C:5]1[CH2:10][CH:9]([CH2:11][CH2:12][O:13][CH2:14][C:15]2[CH:20]=[CH:19][CH:18]=[CH:17][CH:16]=2)[CH2:8][CH2:7][CH:6]=1)=O.CC(C[AlH]CC(C)C)C.N1C=CC=CC=1.S(=O)(=O)=O.[H-].[H-].[H-].[H-].[Li+].[Al+3]. (2) Given the product [F:8][C:6]1[CH:7]=[C:2]([O:27][C:24]2[CH:25]=[C:26]3[C:21](=[CH:22][CH:23]=2)[N:20]=[CH:19][N:18]=[C:17]3[NH:9][C:10]2[CH:14]=[CH:13][N:12]([CH3:15])[N:11]=2)[CH:3]=[N:4][CH:5]=1, predict the reactants needed to synthesize it. The reactants are: F[C:2]1[CH:3]=[N:4][CH:5]=[C:6]([F:8])[CH:7]=1.[NH2:9][C:10]1[CH:14]=[CH:13][N:12]([CH3:15])[N:11]=1.Cl[C:17]1[C:26]2[C:21](=[CH:22][CH:23]=[C:24]([OH:27])[CH:25]=2)[N:20]=[CH:19][N:18]=1. (3) Given the product [CH3:22][O:23][C:24](=[O:35])[CH2:25][CH2:26][C:27]1[CH:32]=[CH:31][C:30]([O:8][CH2:7][CH2:6][C@@H:5]([O:4][C:3]2[CH:14]=[CH:15][C:16]([C:18]([F:21])([F:20])[F:19])=[CH:17][C:2]=2[Br:1])[CH3:13])=[CH:29][C:28]=1[CH3:34], predict the reactants needed to synthesize it. The reactants are: [Br:1][C:2]1[CH:17]=[C:16]([C:18]([F:21])([F:20])[F:19])[CH:15]=[CH:14][C:3]=1[O:4][C@@H:5]([CH3:13])[CH2:6][CH2:7][O:8]S(C)(=O)=O.[CH3:22][O:23][C:24](=[O:35])[CH2:25][CH2:26][C:27]1[CH:32]=[CH:31][C:30](O)=[CH:29][C:28]=1[CH3:34]. (4) The reactants are: C[O:2][C:3](=[O:40])[C@@H:4]([NH:8][S:9]([C:12]1[CH:17]=[CH:16][C:15]([C:18]2[CH:23]=[CH:22][C:21]([NH:24][C:25]([C:27]3[O:28][C:29]4[CH:36]=[CH:35][C:34]([Cl:37])=[C:33]([O:38][CH3:39])[C:30]=4[C:31]=3[CH3:32])=[O:26])=[CH:20][CH:19]=2)=[CH:14][CH:13]=1)(=[O:11])=[O:10])[CH:5]([CH3:7])[CH3:6].[Li+].[OH-]. Given the product [Cl:37][C:34]1[CH:35]=[CH:36][C:29]2[O:28][C:27]([C:25]([NH:24][C:21]3[CH:20]=[CH:19][C:18]([C:15]4[CH:14]=[CH:13][C:12]([S:9]([NH:8][C@@H:4]([CH:5]([CH3:6])[CH3:7])[C:3]([OH:40])=[O:2])(=[O:10])=[O:11])=[CH:17][CH:16]=4)=[CH:23][CH:22]=3)=[O:26])=[C:31]([CH3:32])[C:30]=2[C:33]=1[O:38][CH3:39], predict the reactants needed to synthesize it. (5) Given the product [Cl:1][C:2]1[CH:3]=[CH:4][C:5]([O:8][C:9]([N:10]([CH3:11])[C@H:12]2[CH2:17][CH2:16][C@H:15]([CH2:18][O:19][S:22]([CH3:21])(=[O:24])=[O:23])[CH2:14][CH2:13]2)=[O:20])=[CH:6][CH:7]=1, predict the reactants needed to synthesize it. The reactants are: [Cl:1][C:2]1[CH:7]=[CH:6][C:5]([O:8][C:9](=[O:20])[N:10]([C@H:12]2[CH2:17][CH2:16][C@H:15]([CH2:18][OH:19])[CH2:14][CH2:13]2)[CH3:11])=[CH:4][CH:3]=1.[CH3:21][S:22](Cl)(=[O:24])=[O:23].N1C=CC=CC=1.O.